The task is: Predict the reactants needed to synthesize the given product.. This data is from Full USPTO retrosynthesis dataset with 1.9M reactions from patents (1976-2016). (1) Given the product [O:3]=[C:4]1[N:10]([CH:11]2[CH2:16][CH2:15][N:14]([C:17]([O:19][C@H:20]([CH2:40][C:41]3[CH:46]=[C:45]([CH3:47])[C:44]([OH:48])=[C:43]([CH3:49])[CH:42]=3)[C:21]([N:23]3[CH2:28][CH2:27][N:26]([C:29]4[CH:30]=[CH:31][C:32]([C:35]([OH:37])=[O:36])=[CH:33][CH:34]=4)[CH2:25][CH2:24]3)=[O:22])=[O:18])[CH2:13][CH2:12]2)[CH2:9][CH2:8][C:7]2[CH:50]=[CH:51][CH:52]=[CH:53][C:6]=2[NH:5]1, predict the reactants needed to synthesize it. The reactants are: [Li+].[OH-].[O:3]=[C:4]1[N:10]([CH:11]2[CH2:16][CH2:15][N:14]([C:17]([O:19][C@H:20]([CH2:40][C:41]3[CH:46]=[C:45]([CH3:47])[C:44]([OH:48])=[C:43]([CH3:49])[CH:42]=3)[C:21]([N:23]3[CH2:28][CH2:27][N:26]([C:29]4[CH:34]=[CH:33][C:32]([C:35]([O:37]CC)=[O:36])=[CH:31][CH:30]=4)[CH2:25][CH2:24]3)=[O:22])=[O:18])[CH2:13][CH2:12]2)[CH2:9][CH2:8][C:7]2[CH:50]=[CH:51][CH:52]=[CH:53][C:6]=2[NH:5]1.OO. (2) Given the product [Br:1][C:2]1[N:7]2[N:8]=[C:9]([O:11][CH3:12])[C:10]([N:13]=[O:14])=[C:6]2[CH:5]=[CH:4][CH:3]=1, predict the reactants needed to synthesize it. The reactants are: [Br:1][C:2]1[N:7]2[N:8]=[C:9]([O:11][CH3:12])[CH:10]=[C:6]2[CH:5]=[CH:4][CH:3]=1.[N:13]([O-])=[O:14].[Na+]. (3) The reactants are: [F:1][C:2]1[CH:3]=[C:4]([CH:13]([NH2:15])[CH3:14])[CH:5]=[CH:6][C:7]=1[NH:8][S:9]([CH3:12])(=[O:11])=[O:10].[C:16]([C:20]1[CH:43]=[CH:42][C:23]([CH2:24][NH:25][C:26](NC(C2C=CC(NS(C)(=O)=O)=CC=2)C)=[O:27])=[CH:22][CH:21]=1)([CH3:19])([CH3:18])[CH3:17]. Given the product [C:16]([C:20]1[CH:43]=[CH:42][C:23]([CH2:24][NH:25][C:26]([NH:15][CH:13]([C:4]2[CH:5]=[CH:6][C:7]([NH:8][S:9]([CH3:12])(=[O:11])=[O:10])=[C:2]([F:1])[CH:3]=2)[CH3:14])=[O:27])=[CH:22][CH:21]=1)([CH3:19])([CH3:17])[CH3:18], predict the reactants needed to synthesize it. (4) Given the product [CH:1]1([C:7]2[CH:8]=[CH:9][C:10]3[N:11]([C:13]([C:17]4[S:18][C:19]([C:28]([O:30][CH2:31][CH3:32])=[O:29])=[C:20]([C:22]5[CH:23]=[CH:24][CH:25]=[CH:26][CH:27]=5)[N:21]=4)=[C:14]([CH3:16])[N:15]=3)[CH:12]=2)[CH2:2][CH2:3][CH2:4][CH2:5][CH2:6]1, predict the reactants needed to synthesize it. The reactants are: [C:1]1([C:7]2[CH:8]=[CH:9][C:10]3[N:11]([C:13]([C:17]4[S:18][C:19]([C:28]([O:30][CH2:31][CH3:32])=[O:29])=[C:20]([C:22]5[CH:27]=[CH:26][CH:25]=[CH:24][CH:23]=5)[N:21]=4)=[C:14]([CH3:16])[N:15]=3)[CH:12]=2)[CH2:6][CH2:5][CH2:4][CH2:3][CH:2]=1. (5) Given the product [Cl:1][C:2]1[C:3](=[O:15])[N:4]([CH:9]2[CH2:14][CH2:13][CH2:12][CH2:11][O:10]2)[N:5]=[CH:6][C:7]=1[O:22][C:23]1[CH:30]=[CH:29][CH:28]=[CH:27][C:24]=1[C:25]#[N:26], predict the reactants needed to synthesize it. The reactants are: [Cl:1][C:2]1[C:3](=[O:15])[N:4]([CH:9]2[CH2:14][CH2:13][CH2:12][CH2:11][O:10]2)[N:5]=[CH:6][C:7]=1Cl.C(=O)([O-])[O-].[K+].[K+].[OH:22][C:23]1[CH:30]=[CH:29][CH:28]=[CH:27][C:24]=1[C:25]#[N:26]. (6) Given the product [Cl:1][C:2]1[CH:3]=[CH:4][C:5]([O:29][C:26]2[CH:27]=[CH:28][C:23]([F:22])=[CH:24][CH:25]=2)=[C:6]([CH:20]=1)[C:7]([NH:9][C:10]1[CH:15]=[CH:14][CH:13]=[C:12]([S:16](=[O:19])(=[O:18])[NH2:17])[CH:11]=1)=[O:8], predict the reactants needed to synthesize it. The reactants are: [Cl:1][C:2]1[CH:3]=[CH:4][C:5](F)=[C:6]([CH:20]=1)[C:7]([NH:9][C:10]1[CH:15]=[CH:14][CH:13]=[C:12]([S:16](=[O:19])(=[O:18])[NH2:17])[CH:11]=1)=[O:8].[F:22][C:23]1[CH:28]=[CH:27][C:26]([OH:29])=[CH:25][CH:24]=1.C([O-])([O-])=O.[Cs+].[Cs+]. (7) Given the product [Br:1][C:2]1[CH:3]=[C:4](/[C:8](=[N:17]/[S@@:15]([C:12]([CH3:14])([CH3:13])[CH3:11])=[O:16])/[CH3:9])[CH:5]=[N:6][CH:7]=1, predict the reactants needed to synthesize it. The reactants are: [Br:1][C:2]1[CH:3]=[C:4]([C:8](=O)[CH3:9])[CH:5]=[N:6][CH:7]=1.[CH3:11][C:12]([S@:15]([NH2:17])=[O:16])([CH3:14])[CH3:13]. (8) Given the product [Br:1][C:2]1[C:3](=[O:12])[N:4]([CH3:18])[N:5]([CH3:11])[C:6]=1[C:7]([F:9])([F:10])[F:8], predict the reactants needed to synthesize it. The reactants are: [Br:1][C:2]1[C:3](=[O:12])[NH:4][N:5]([CH3:11])[C:6]=1[C:7]([F:10])([F:9])[F:8].F[B-](F)(F)F.[CH3:18][O+](C)C. (9) Given the product [OH:10][CH2:9][CH2:8][O:7][CH2:6][CH2:5][O:4][CH2:3][CH2:2][NH:1][CH2:22][CH:20]([OH:21])[CH2:19][O:18][CH2:17][CH2:16][CH2:15][Si:14]([CH3:23])([CH3:24])[O:13][Si:12]([CH3:31])([CH3:11])[CH2:25][CH2:26][Si:27]([CH3:30])([CH3:29])[CH3:28], predict the reactants needed to synthesize it. The reactants are: [NH2:1][CH2:2][CH2:3][O:4][CH2:5][CH2:6][O:7][CH2:8][CH2:9][OH:10].[CH3:11][Si:12]([CH3:31])([CH2:25][CH2:26][Si:27]([CH3:30])([CH3:29])[CH3:28])[O:13][Si:14]([CH3:24])([CH3:23])[CH2:15][CH2:16][CH2:17][O:18][CH2:19][CH:20]1[CH2:22][O:21]1.